This data is from Forward reaction prediction with 1.9M reactions from USPTO patents (1976-2016). The task is: Predict the product of the given reaction. (1) Given the reactants [CH3:1][N:2]([CH3:39])[CH2:3][CH2:4][CH2:5][NH:6][C:7]([C@@H:9]1[CH2:23][C@H:22]2[C@@H:12]([CH2:13][C:14]3[C:24]4[C:17](=[CH:18][CH:19]=[CH:20][C:21]2=4)[N:16]([C:25]([O:27][C:28]([CH3:31])([CH3:30])[CH3:29])=[O:26])[CH:15]=3)[N:11]([C:32]([O:34][C:35]([CH3:38])([CH3:37])[CH3:36])=[O:33])[CH2:10]1)=[O:8].C1(P(C2C=CC=CC=2)C2C=CC=CC=2)C=CC=CC=1.[CH2:59]([N:61]=[C:62]=[O:63])[CH3:60], predict the reaction product. The product is: [CH3:39][N:2]([CH3:1])[CH2:3][CH2:4][CH2:5][N:6]([C:62]([NH:61][CH2:59][CH3:60])=[O:63])[C:7]([C@@H:9]1[CH2:23][C@H:22]2[C@@H:12]([CH2:13][C:14]3[C:24]4[C:17](=[CH:18][CH:19]=[CH:20][C:21]2=4)[N:16]([C:25]([O:27][C:28]([CH3:31])([CH3:30])[CH3:29])=[O:26])[CH:15]=3)[N:11]([C:32]([O:34][C:35]([CH3:38])([CH3:37])[CH3:36])=[O:33])[CH2:10]1)=[O:8]. (2) Given the reactants [Br:1][C:2]1[CH:8]=[CH:7][C:5]([NH2:6])=[C:4]([N+:9]([O-:11])=[O:10])[CH:3]=1.N1C=CC=CC=1.[F:18][C:19]1[CH:27]=[CH:26][C:22]([C:23](Cl)=[O:24])=[CH:21][C:20]=1[O:28][CH3:29], predict the reaction product. The product is: [Br:1][C:2]1[CH:8]=[CH:7][C:5]([NH:6][C:23](=[O:24])[C:22]2[CH:26]=[CH:27][C:19]([F:18])=[C:20]([O:28][CH3:29])[CH:21]=2)=[C:4]([N+:9]([O-:11])=[O:10])[CH:3]=1. (3) Given the reactants C[C:2]1([C:18]([O-])=[O:19])[CH2:7][CH2:6][N:5]([C:8]([O:10][CH2:11][C:12]2[CH:17]=[CH:16][CH:15]=[CH:14][CH:13]=2)=[O:9])[CH2:4][CH2:3]1.CC(C[AlH]CC(C)C)C.CO.[Cl-].[Na+], predict the reaction product. The product is: [CH:18]([CH:2]1[CH2:7][CH2:6][N:5]([C:8]([O:10][CH2:11][C:12]2[CH:13]=[CH:14][CH:15]=[CH:16][CH:17]=2)=[O:9])[CH2:4][CH2:3]1)=[O:19].